This data is from Reaction yield outcomes from USPTO patents with 853,638 reactions. The task is: Predict the reaction yield, written as a fraction of the theoretical maximum amount of product (1.0 means a 100% yield; for example, 0.34 means a 34% yield). (1) The product is [Si:5]([O:8][CH2:9][CH2:10][O:11][C:12]1[CH:17]=[C:16]([N+:18]([O-:20])=[O:19])[CH:15]=[CH:14][C:13]=1[N:26]1[CH2:27][CH2:28][N:23]([CH3:22])[CH2:24][CH2:25]1)([C:1]([CH3:4])([CH3:3])[CH3:2])([CH3:7])[CH3:6]. The catalyst is CN(C=O)C. The reactants are [C:1]([Si:5]([O:8][CH2:9][CH2:10][O:11][C:12]1[CH:17]=[C:16]([N+:18]([O-:20])=[O:19])[CH:15]=[CH:14][C:13]=1Cl)([CH3:7])[CH3:6])([CH3:4])([CH3:3])[CH3:2].[CH3:22][N:23]1[CH2:28][CH2:27][NH:26][CH2:25][CH2:24]1.O. The yield is 0.700. (2) The reactants are [C:1]([O:5][C:6]([N:8]1[CH2:13][CH2:12][N:11]([C:14]2[CH:19]=[C:18]([OH:20])[CH:17]=[CH:16][C:15]=2[O:21][CH3:22])[CH2:10][CH2:9]1)=[O:7])([CH3:4])([CH3:3])[CH3:2].C(=O)([O-])[O-].[Cs+].[Cs+].C1(C)C=CC(S(O[CH2:39][C:40]([F:43])([F:42])[F:41])(=O)=O)=CC=1. The catalyst is C(#N)C. The product is [C:1]([O:5][C:6]([N:8]1[CH2:13][CH2:12][N:11]([C:14]2[CH:19]=[C:18]([O:20][CH2:39][C:40]([F:43])([F:42])[F:41])[CH:17]=[CH:16][C:15]=2[O:21][CH3:22])[CH2:10][CH2:9]1)=[O:7])([CH3:4])([CH3:3])[CH3:2]. The yield is 0.520. (3) The reactants are [CH:1]1([C:7]2[C:8]3[CH:9]=[CH:10][C:11]([C:31](=[O:39])[NH:32][S:33]([CH:36]4[CH2:38][CH2:37]4)(=[O:35])=[O:34])=[CH:12][C:13]=3[N:14]3[CH2:20][C:19]([C:21]([O:23]C)=[O:22])=[CH:18][C:17]4[CH:25]=[C:26]([O:29][CH3:30])[CH:27]=[CH:28][C:16]=4[C:15]=23)[CH2:6][CH2:5][CH2:4][CH2:3][CH2:2]1.[OH-].[Na+].Cl.C1COCC1. The catalyst is CO. The product is [CH:1]1([C:7]2[C:8]3[CH:9]=[CH:10][C:11]([C:31](=[O:39])[NH:32][S:33]([CH:36]4[CH2:37][CH2:38]4)(=[O:35])=[O:34])=[CH:12][C:13]=3[N:14]3[CH2:20][C:19]([C:21]([OH:23])=[O:22])=[CH:18][C:17]4[CH:25]=[C:26]([O:29][CH3:30])[CH:27]=[CH:28][C:16]=4[C:15]=23)[CH2:2][CH2:3][CH2:4][CH2:5][CH2:6]1. The yield is 0.940. (4) The reactants are [F:1][C:2]1[CH:7]=[C:6]([CH3:8])[CH:5]=[CH:4][C:3]=1[NH:9][C:10]1[CH:18]=[C:17]2[C:13]([C:14]([CH2:28][N:29](C)[C:30](=O)OC(C)(C)C)=[CH:15][N:16]2[S:19]([C:22]2[CH:27]=[CH:26][CH:25]=[CH:24][CH:23]=2)(=[O:21])=[O:20])=[CH:12][CH:11]=1.[ClH:38].CO. No catalyst specified. The product is [ClH:38].[F:1][C:2]1[CH:7]=[C:6]([CH3:8])[CH:5]=[CH:4][C:3]=1[NH:9][C:10]1[CH:18]=[C:17]2[C:13]([C:14]([CH2:28][NH:29][CH3:30])=[CH:15][N:16]2[S:19]([C:22]2[CH:27]=[CH:26][CH:25]=[CH:24][CH:23]=2)(=[O:21])=[O:20])=[CH:12][CH:11]=1. The yield is 0.630. (5) The reactants are [CH3:1][C@H:2]1[CH2:7][N:6]([C:8]2[N:13]=[C:12](O)[C:11]([C:15]3[CH:20]=[CH:19][N:18]=[C:17]([CH3:21])[CH:16]=3)=[CH:10][N:9]=2)[CH2:5][C@@H:4]([CH3:22])[O:3]1.P(Cl)(Cl)([Cl:25])=O. No catalyst specified. The product is [Cl:25][C:12]1[C:11]([C:15]2[CH:20]=[CH:19][N:18]=[C:17]([CH3:21])[CH:16]=2)=[CH:10][N:9]=[C:8]([N:6]2[CH2:7][C@H:2]([CH3:1])[O:3][C@H:4]([CH3:22])[CH2:5]2)[N:13]=1. The yield is 0.0709. (6) The reactants are [OH:1][C@H:2]([C:21]1[S:22][C:23]([C:26]2[CH:31]=[CH:30][CH:29]=[CH:28][CH:27]=2)=[CH:24][CH:25]=1)[C@@H:3]1[N:7]([CH3:8])[C:6](=[O:9])[CH2:5][C@@H:4]1[C:10]1[CH:15]=[CH:14][C:13]([C:16](OCC)=[O:17])=[CH:12][CH:11]=1.[Li+].[BH4-].Cl.O. The catalyst is C1COCC1. The product is [OH:1][C@H:2]([C:21]1[S:22][C:23]([C:26]2[CH:31]=[CH:30][CH:29]=[CH:28][CH:27]=2)=[CH:24][CH:25]=1)[C@@H:3]1[N:7]([CH3:8])[C:6](=[O:9])[CH2:5][C@@H:4]1[C:10]1[CH:11]=[CH:12][C:13]([CH2:16][OH:17])=[CH:14][CH:15]=1. The yield is 0.200. (7) The reactants are C([O:3][C:4](=O)[NH:5][CH2:6][CH2:7][C:8]1[CH:17]=[CH:16][C:15]2[C:10](=[CH:11][CH:12]=[CH:13][CH:14]=2)[CH:9]=1)C.O=P12OP3(OP(OP(O3)(O1)=O)(=O)O2)=O. The catalyst is O=P(Cl)(Cl)Cl. The product is [C:4]1(=[O:3])[C:9]2[C:8](=[CH:17][CH:16]=[C:15]3[CH:14]=[CH:13][CH:12]=[CH:11][C:10]3=2)[CH2:7][CH2:6][NH:5]1. The yield is 0.400.